From a dataset of NCI-60 drug combinations with 297,098 pairs across 59 cell lines. Regression. Given two drug SMILES strings and cell line genomic features, predict the synergy score measuring deviation from expected non-interaction effect. (1) Drug 1: C1CCC(C1)C(CC#N)N2C=C(C=N2)C3=C4C=CNC4=NC=N3. Drug 2: CN1CCC(CC1)COC2=C(C=C3C(=C2)N=CN=C3NC4=C(C=C(C=C4)Br)F)OC. Cell line: SNB-75. Synergy scores: CSS=1.28, Synergy_ZIP=-1.04, Synergy_Bliss=0.802, Synergy_Loewe=-10.6, Synergy_HSA=-2.67. (2) Drug 1: C1=CN(C=N1)CC(O)(P(=O)(O)O)P(=O)(O)O. Drug 2: C1CN(P(=O)(OC1)NCCCl)CCCl. Cell line: RXF 393. Synergy scores: CSS=1.83, Synergy_ZIP=-0.861, Synergy_Bliss=-1.01, Synergy_Loewe=0.376, Synergy_HSA=-0.163. (3) Drug 1: CN(C)C1=NC(=NC(=N1)N(C)C)N(C)C. Drug 2: CC1C(C(CC(O1)OC2CC(CC3=C2C(=C4C(=C3O)C(=O)C5=CC=CC=C5C4=O)O)(C(=O)C)O)N)O. Cell line: CAKI-1. Synergy scores: CSS=34.6, Synergy_ZIP=-2.26, Synergy_Bliss=-3.87, Synergy_Loewe=-22.9, Synergy_HSA=-1.05. (4) Drug 1: CS(=O)(=O)OCCCCOS(=O)(=O)C. Synergy scores: CSS=7.43, Synergy_ZIP=-4.30, Synergy_Bliss=-5.65, Synergy_Loewe=-1.87, Synergy_HSA=-1.51. Drug 2: COCCOC1=C(C=C2C(=C1)C(=NC=N2)NC3=CC=CC(=C3)C#C)OCCOC.Cl. Cell line: OVCAR-4. (5) Drug 1: CN(C)C1=NC(=NC(=N1)N(C)C)N(C)C. Drug 2: CC1CCC2CC(C(=CC=CC=CC(CC(C(=O)C(C(C(=CC(C(=O)CC(OC(=O)C3CCCCN3C(=O)C(=O)C1(O2)O)C(C)CC4CCC(C(C4)OC)OCCO)C)C)O)OC)C)C)C)OC. Cell line: UACC-257. Synergy scores: CSS=-5.21, Synergy_ZIP=10.2, Synergy_Bliss=0.949, Synergy_Loewe=-5.38, Synergy_HSA=-5.18. (6) Drug 1: C1=NC2=C(N=C(N=C2N1C3C(C(C(O3)CO)O)F)Cl)N. Drug 2: CC1C(C(CC(O1)OC2CC(CC3=C2C(=C4C(=C3O)C(=O)C5=C(C4=O)C(=CC=C5)OC)O)(C(=O)CO)O)N)O.Cl. Cell line: HOP-62. Synergy scores: CSS=52.1, Synergy_ZIP=-4.53, Synergy_Bliss=-5.04, Synergy_Loewe=-3.97, Synergy_HSA=0.151. (7) Drug 1: CC(C1=C(C=CC(=C1Cl)F)Cl)OC2=C(N=CC(=C2)C3=CN(N=C3)C4CCNCC4)N. Drug 2: C#CCC(CC1=CN=C2C(=N1)C(=NC(=N2)N)N)C3=CC=C(C=C3)C(=O)NC(CCC(=O)O)C(=O)O. Cell line: SW-620. Synergy scores: CSS=11.6, Synergy_ZIP=-5.01, Synergy_Bliss=-6.49, Synergy_Loewe=-37.3, Synergy_HSA=-6.61. (8) Drug 1: CC(C1=C(C=CC(=C1Cl)F)Cl)OC2=C(N=CC(=C2)C3=CN(N=C3)C4CCNCC4)N. Drug 2: CC(C)CN1C=NC2=C1C3=CC=CC=C3N=C2N. Cell line: HS 578T. Synergy scores: CSS=-12.0, Synergy_ZIP=6.27, Synergy_Bliss=6.54, Synergy_Loewe=-2.60, Synergy_HSA=-1.43.